Dataset: Forward reaction prediction with 1.9M reactions from USPTO patents (1976-2016). Task: Predict the product of the given reaction. (1) Given the reactants [Cl:1][C:2]1[C:3](=[O:18])[N:4]([CH2:10][C:11]2[CH:16]=[N:15][C:14]([CH3:17])=[CH:13][N:12]=2)[C:5]([CH3:9])=[CH:6][C:7]=1[OH:8].C([O-])([O-])=O.[K+].[K+].[F:25][C:26]1[CH:33]=[C:32]([F:34])[CH:31]=[CH:30][C:27]=1[CH2:28]Br, predict the reaction product. The product is: [Cl:1][C:2]1[C:3](=[O:18])[N:4]([CH2:10][C:11]2[CH:16]=[N:15][C:14]([CH3:17])=[CH:13][N:12]=2)[C:5]([CH3:9])=[CH:6][C:7]=1[O:8][CH2:28][C:27]1[CH:30]=[CH:31][C:32]([F:34])=[CH:33][C:26]=1[F:25]. (2) Given the reactants [CH2:1]([O:8][C:9]1[CH:18]=[C:17]2[C:12]([C:13]([O:19][C:20]3[CH:25]=[CH:24][C:23]([NH:26][C:27]([NH:29][CH2:30][CH3:31])=[O:28])=[C:22]([Cl:32])[CH:21]=3)=[CH:14][CH:15]=[N:16]2)=[CH:11][C:10]=1[C:33]#[N:34])[C:2]1C=CC=C[CH:3]=1.FC(F)(F)C(O)=[O:38].C1(SC)C=CC=CC=1, predict the reaction product. The product is: [Cl:32][C:22]1[CH:21]=[C:20]([O:19][C:13]2[C:12]3[C:17](=[CH:18][C:9]([O:8][CH2:1][C@H:2]4[CH2:3][O:38]4)=[C:10]([C:33]#[N:34])[CH:11]=3)[N:16]=[CH:15][CH:14]=2)[CH:25]=[CH:24][C:23]=1[NH:26][C:27]([NH:29][CH2:30][CH3:31])=[O:28]. (3) Given the reactants [F:1][C:2]1[CH:7]=[C:6]([I:8])[CH:5]=[CH:4][C:3]=1[N:9]1[C:14](/[N:15]=[CH:16]/[N:17]([CH3:19])[CH3:18])=[CH:13][C:12](=[O:20])[NH:11][C:10]1=[O:21].N12CCCN=C1CCCCC2.[CH3:33][O:34][C:35]1[CH:42]=[CH:41][C:38]([CH2:39]Cl)=[CH:37][CH:36]=1.O, predict the reaction product. The product is: [F:1][C:2]1[CH:7]=[C:6]([I:8])[CH:5]=[CH:4][C:3]=1[N:9]1[C:14](/[N:15]=[CH:16]/[N:17]([CH3:18])[CH3:19])=[CH:13][C:12](=[O:20])[N:11]([CH2:39][C:38]2[CH:41]=[CH:42][C:35]([O:34][CH3:33])=[CH:36][CH:37]=2)[C:10]1=[O:21]. (4) Given the reactants N#N.[OH-].[Na+].[Cl-].[Al+3].[Cl-].[Cl-].[Cl:9][CH2:10][C:11](Cl)=[O:12].[CH3:14][N:15]1[C:23]2[C:18](=[CH:19][CH:20]=[CH:21][CH:22]=2)[CH2:17][C:16]1=[O:24], predict the reaction product. The product is: [Cl:9][CH2:10][C:11]([C:20]1[CH:19]=[C:18]2[C:23](=[CH:22][CH:21]=1)[N:15]([CH3:14])[C:16](=[O:24])[CH2:17]2)=[O:12]. (5) The product is: [NH:31]1[C:29]2=[N:30][CH:25]=[C:42]([C:16]3[N:15]=[C:14]4[N:9]([CH2:8][CH2:7][CH:4]5[CH2:5][CH2:6][O:1][CH2:2][CH2:3]5)[C:10](=[O:23])[CH2:11][NH:12][C:13]4=[N:18][CH:17]=3)[CH:43]=[C:38]2[CH:37]=[CH:36]1. Given the reactants [O:1]1[CH2:6][CH2:5][CH:4]([CH2:7][CH2:8][N:9]2[C:14]3=[N:15][C:16]([Sn](C)(C)C)=[CH:17][N:18]=[C:13]3[NH:12][CH2:11][C:10]2=[O:23])[CH2:3][CH2:2]1.Br[C:25]1[N:30]=[C:29]2[N:31]([CH2:36][CH2:37][CH:38]3[CH2:43][CH2:42]OCC3)C(=O)CNC2=NC=1.C[Sn](C)C.C[Sn](C)C, predict the reaction product. (6) Given the reactants [OH:1][C@:2]12[C:26](=[O:27])[CH:25]=[C:24]3[C@@:12]([CH3:31])([CH2:13][CH2:14][C@@H:15]4[C@:23]3([CH3:28])[CH2:22][C:18]3[CH:19]=[N:20][O:21][C:17]=3[C:16]4([CH3:30])[CH3:29])[C@:11]1([CH3:32])[CH2:10][CH2:9][C@:8]1([CH3:33])[C@H:3]2[CH2:4][C@@:5]([CH3:38])([C:34]([O:36]C)=[O:35])[CH2:6][CH2:7]1.C[O-].[Na+].[OH-].[Na+].P(=O)(O)(O)O, predict the reaction product. The product is: [C:19]([C:18]1[CH2:22][C@@:23]2([CH3:28])[C@@H:15]([CH2:14][CH2:13][C@:12]3([CH3:31])[C:24]2=[CH:25][C:26](=[O:27])[C@@:2]2([OH:1])[C@@:11]3([CH3:32])[CH2:10][CH2:9][C@:8]3([CH3:33])[C@H:3]2[CH2:4][C@@:5]([CH3:38])([C:34]([OH:36])=[O:35])[CH2:6][CH2:7]3)[C:16]([CH3:30])([CH3:29])[C:17]=1[OH:21])#[N:20]. (7) Given the reactants [NH:1]1[C:11]2[C:6](=[CH:7][CH:8]=[CH:9][CH:10]=2)[C:4](=O)[C:2]1=[O:3].[C:12]([C:16]1[CH:21]=[CH:20][CH:19]=[CH:18][CH:17]=1)(=O)[CH2:13][CH3:14].Cl.C(O)(=[O:25])C, predict the reaction product. The product is: [CH3:14][C:13]1[C:12]([C:16]2[CH:21]=[CH:20][CH:19]=[CH:18][CH:17]=2)=[N:1][C:11]2[C:6]([C:4]=1[C:2]([OH:25])=[O:3])=[CH:7][CH:8]=[CH:9][CH:10]=2. (8) The product is: [CH3:18][N:11]([C:7]1[CH:6]=[C:5]2[C:10](=[CH:9][CH:8]=1)[N:1]=[CH:2][CH:3]=[N:4]2)[C:12](=[O:14])[CH3:13]. Given the reactants [N:1]1[C:10]2[C:5](=[CH:6][C:7]([NH:11][C:12](=[O:14])[CH3:13])=[CH:8][CH:9]=2)[N:4]=[CH:3][CH:2]=1.[H-].[Na+].I[CH3:18].O, predict the reaction product. (9) Given the reactants [S:1]1[CH:5]=[CH:4][CH:3]=[C:2]1[CH:6]=O.[CH3:8][O:9][CH2:10][CH2:11][NH2:12].[C:13]1(=[O:24])[O:19][C:17](=O)[C:16]2=[CH:20][CH:21]=[CH:22][CH:23]=[C:15]2[CH2:14]1.[N:25]1([CH2:30][C:31]2[CH:32]=[C:33]([CH:35]=[CH:36][CH:37]=2)[NH2:34])[CH:29]=[CH:28][N:27]=[CH:26]1, predict the reaction product. The product is: [N:25]1([CH2:30][C:31]2[CH:32]=[C:33]([NH:34][C:13]([CH:14]3[C:15]4[C:16](=[CH:20][CH:21]=[CH:22][CH:23]=4)[C:17](=[O:19])[N:12]([CH2:11][CH2:10][O:9][CH3:8])[CH:6]3[C:2]3[S:1][CH:5]=[CH:4][CH:3]=3)=[O:24])[CH:35]=[CH:36][CH:37]=2)[CH:29]=[CH:28][N:27]=[CH:26]1.